This data is from Full USPTO retrosynthesis dataset with 1.9M reactions from patents (1976-2016). The task is: Predict the reactants needed to synthesize the given product. Given the product [C:3]([NH:7][C:8]1[CH:9]=[CH:10][C:11]([CH2:14][C@H:15]([NH:20][CH2:21][O:22][CH2:23][C:24]2[CH:25]=[CH:26][CH:27]=[CH:28][CH:29]=2)[C:16]([OH:18])=[O:17])=[CH:12][CH:13]=1)(=[O:6])[CH:4]=[CH2:5], predict the reactants needed to synthesize it. The reactants are: [OH-].[Li+].[C:3]([NH:7][C:8]1[CH:13]=[CH:12][C:11]([CH2:14][C@H:15]([NH:20][CH2:21][O:22][CH2:23][C:24]2[CH:29]=[CH:28][CH:27]=[CH:26][CH:25]=2)[C:16]([O:18]C)=[O:17])=[CH:10][CH:9]=1)(=[O:6])[CH:4]=[CH2:5].C1COCC1.O.